Dataset: Reaction yield outcomes from USPTO patents with 853,638 reactions. Task: Predict the reaction yield, written as a fraction of the theoretical maximum amount of product (1.0 means a 100% yield; for example, 0.34 means a 34% yield). (1) The reactants are [C:1]([O:5][C:6]([NH:8][CH2:9][CH2:10][C@H:11]1[CH2:16][CH2:15][C@H:14]([CH2:17][O:18][C:19](=[O:21])[CH3:20])[CH2:13][CH2:12]1)=[O:7])([CH3:4])([CH3:3])[CH3:2].[CH3:22]I.[H-].[Na+]. The catalyst is CN(C=O)C. The product is [C:1]([O:5][C:6]([N:8]([CH3:22])[CH2:9][CH2:10][C@H:11]1[CH2:16][CH2:15][C@H:14]([CH2:17][O:18][C:19](=[O:21])[CH3:20])[CH2:13][CH2:12]1)=[O:7])([CH3:4])([CH3:2])[CH3:3]. The yield is 0.680. (2) The reactants are [H-].[Na+].[O:3]=[C:4]([CH2:11][CH2:12][CH3:13])[CH2:5][C:6]([O:8][CH2:9][CH3:10])=[O:7].Br[CH:15]([C:17]1[CH:22]=[CH:21][C:20]([C:23]2[C:24]([C:29]#[N:30])=[CH:25][CH:26]=[CH:27][CH:28]=2)=[CH:19][CH:18]=1)[CH3:16].Cl. The catalyst is O1CCCC1. The product is [C:29]([C:24]1[CH:25]=[CH:26][CH:27]=[CH:28][C:23]=1[C:20]1[CH:19]=[CH:18][C:17]([CH:15]([CH:5]([C:4](=[O:3])[CH2:11][CH2:12][CH3:13])[C:6]([O:8][CH2:9][CH3:10])=[O:7])[CH3:16])=[CH:22][CH:21]=1)#[N:30]. The yield is 0.940. (3) The reactants are [C:1]([OH:4])(=[O:3])[CH3:2].C(N(CC)CC)C.[Cl:12][C:13]1[CH:14]=[C:15]([CH2:20][C:21](=[O:23])[CH3:22])[CH:16]=[CH:17][C:18]=1Cl. No catalyst specified. The product is [C:1]([O:4][CH2:22][C:21](=[O:23])[CH2:20][C:15]1[CH:16]=[CH:17][CH:18]=[C:13]([Cl:12])[CH:14]=1)(=[O:3])[CH3:2]. The yield is 0.460. (4) The reactants are N(C(OCC)=O)=NC(OCC)=O.[OH:13][C@H:14]1[CH2:18][N:17]([C:19]([O:21][C:22]([CH3:25])([CH3:24])[CH3:23])=[O:20])[C@@H:16]([C:26](=[O:41])[NH:27][C:28]2[CH:33]=[CH:32][C:31]([N:34]3[CH2:39][CH2:38][O:37][CH2:36][C:35]3=[O:40])=[CH:30][CH:29]=2)[CH2:15]1.[N+:42]([C:45]1[CH:53]=[CH:52][C:48]([C:49](O)=[O:50])=[CH:47][CH:46]=1)([O-:44])=[O:43].C1(P(C2C=CC=CC=2)C2C=CC=CC=2)C=CC=CC=1. The catalyst is O1CCCC1. The product is [N+:42]([C:45]1[CH:46]=[CH:47][C:48]([C:49]([O:13][C@@H:14]2[CH2:18][N:17]([C:19]([O:21][C:22]([CH3:25])([CH3:24])[CH3:23])=[O:20])[C@@H:16]([C:26](=[O:41])[NH:27][C:28]3[CH:33]=[CH:32][C:31]([N:34]4[CH2:39][CH2:38][O:37][CH2:36][C:35]4=[O:40])=[CH:30][CH:29]=3)[CH2:15]2)=[O:50])=[CH:52][CH:53]=1)([O-:44])=[O:43]. The yield is 0.888. (5) The catalyst is Cl. The yield is 0.210. The product is [CH:19]([NH:18][CH:17]1[CH2:5][CH2:6][N:7]([CH2:10][C:11]2[CH:12]=[CH:13][C:14]([C:17]3[NH:26][C:25](=[O:27])[C:24]4[C:19](=[CH:20][C:21]([O:30][CH3:31])=[CH:22][C:23]=4[O:28][CH3:29])[N:18]=3)=[CH:15][CH:16]=2)[CH2:8][CH2:14]1)([CH3:24])[CH3:20]. The reactants are C(N1C[CH2:8][N:7]([CH2:10][C:11]2[CH:16]=[CH:15][C:14]([C:17]3[NH:26][C:25](=[O:27])[C:24]4[C:19](=[CH:20][C:21]([O:30][CH3:31])=[CH:22][C:23]=4[O:28][CH3:29])[N:18]=3)=[CH:13][CH:12]=2)[CH2:6][CH2:5]1)(C)C.[OH-].[Na+].